This data is from Reaction yield outcomes from USPTO patents with 853,638 reactions. The task is: Predict the reaction yield, written as a fraction of the theoretical maximum amount of product (1.0 means a 100% yield; for example, 0.34 means a 34% yield). (1) The reactants are [Cl:1][C:2]1[N:3]=[C:4]([N:14]2[CH2:19][CH2:18][O:17][CH2:16][CH2:15]2)[C:5]2[S:10][C:9]([CH2:11][NH:12][CH3:13])=[CH:8][C:6]=2[N:7]=1.C(N(CC)CC)C.[C:27](Cl)(=[O:29])[CH3:28]. The catalyst is O1CCCC1. The product is [Cl:1][C:2]1[N:3]=[C:4]([N:14]2[CH2:19][CH2:18][O:17][CH2:16][CH2:15]2)[C:5]2[S:10][C:9]([CH2:11][N:12]([CH3:13])[C:27](=[O:29])[CH3:28])=[CH:8][C:6]=2[N:7]=1. The yield is 0.730. (2) The reactants are [CH3:1][C:2]([CH3:17])([CH3:16])[C:3]#[C:4][C:5]1[CH:11]=[C:10]([N+:12]([O-:14])=[O:13])[C:9]([F:15])=[CH:8][C:6]=1[NH2:7].CCN(CC)CC.[C:25](Cl)(=[O:29])[CH2:26][CH2:27][CH3:28].O. The catalyst is ClCCl. The product is [CH3:1][C:2]([CH3:17])([CH3:16])[C:3]#[C:4][C:5]1[CH:11]=[C:10]([N+:12]([O-:14])=[O:13])[C:9]([F:15])=[CH:8][C:6]=1[NH:7][C:25](=[O:29])[CH2:26][CH2:27][CH3:28]. The yield is 0.670.